This data is from Forward reaction prediction with 1.9M reactions from USPTO patents (1976-2016). The task is: Predict the product of the given reaction. (1) Given the reactants I[CH2:2][CH2:3][CH2:4][S:5]([C:8]1[CH:13]=[CH:12][CH:11]=[CH:10][CH:9]=1)(=[O:7])=[O:6].[CH2:14]=[CH:15][C:16](Cl)=[CH2:17], predict the reaction product. The product is: [CH2:14]=[C:15]([CH:16]=[CH2:17])[CH2:2][CH2:3][CH2:4][S:5]([C:8]1[CH:13]=[CH:12][CH:11]=[CH:10][CH:9]=1)(=[O:7])=[O:6]. (2) Given the reactants [Br:1][C:2]1[CH:3]=[C:4]2[C:10](=[CH:11][CH:12]=1)[C:8](=O)[O:7][C:6]([C:13]([OH:15])=[O:14])=[C:5]2[C:16]1[CH:21]=[CH:20][CH:19]=[CH:18][CH:17]=1.[NH3:22].CO, predict the reaction product. The product is: [Br:1][C:2]1[CH:3]=[C:4]2[C:10](=[CH:11][CH:12]=1)[C:8](=[O:7])[NH:22][C:6]([C:13]([OH:15])=[O:14])=[C:5]2[C:16]1[CH:21]=[CH:20][CH:19]=[CH:18][CH:17]=1. (3) Given the reactants [C:1]1([C:3](=[CH:5][CH:6]=[CH:7][CH:8]=1)[OH:4])[OH:2].[C:9]1(C)[CH:14]=CC(S(O)(=O)=O)=C[CH:10]=1, predict the reaction product. The product is: [CH3:10][C:9]1([CH3:14])[O:4][C:3]2[CH:5]=[CH:6][CH:7]=[CH:8][C:1]=2[O:2]1. (4) Given the reactants [C:1]1([C:7]2[NH:8][CH:9]=[C:10]([CH:12]=[O:13])[N:11]=2)[CH:6]=[CH:5][CH:4]=[CH:3][CH:2]=1.[H-].[Na+].[CH3:16][C:17]1[CH:22]=[CH:21][C:20]([S:23](Cl)(=[O:25])=[O:24])=[CH:19][CH:18]=1.O, predict the reaction product. The product is: [CH3:16][C:17]1[CH:22]=[CH:21][C:20]([S:23]([N:8]2[CH:9]=[C:10]([CH:12]=[O:13])[N:11]=[C:7]2[C:1]2[CH:2]=[CH:3][CH:4]=[CH:5][CH:6]=2)(=[O:25])=[O:24])=[CH:19][CH:18]=1. (5) Given the reactants [Br:1][C:2]1[CH:3]=[C:4]2[C:8](=[CH:9][CH:10]=1)[NH:7][C:6](=O)[C:5]2([CH3:13])[CH3:12].B.CSC.O.C(Cl)Cl.C[N+]([O-])(C)C, predict the reaction product. The product is: [Br:1][C:2]1[CH:3]=[C:4]2[C:8](=[CH:9][CH:10]=1)[NH:7][CH2:6][C:5]2([CH3:13])[CH3:12].